This data is from Experimentally validated miRNA-target interactions with 360,000+ pairs, plus equal number of negative samples. The task is: Binary Classification. Given a miRNA mature sequence and a target amino acid sequence, predict their likelihood of interaction. (1) The miRNA is hsa-miR-5193 with sequence UCCUCCUCUACCUCAUCCCAGU. The protein sequence of the target gene is MGPRVLQPPLLLLLLALLLAALPCGAEEASPLRPAQVTLSPPPAVTNGSQPGAPHNSTHTRPPGASGSALTRSFYVILGFCGLTALYFLIRAFRLKKPQRRRYGLLANTEDPTEMASLDSDEETVFESRNLR. Result: 1 (interaction). (2) The miRNA is mmu-miR-486b-3p with sequence CGGGGCAGCUCAGUACAGGA. The protein sequence of the target gene is MDFLVLFLFYLASVLMGLVLICVCSKTHSLKGLARGGAQIFSCIIPECLQRAVHGLLHYLFHTRNHTFIVLHLVLQGMVYTEYTWEVFGYCQELELSLHYLLLPYLLLGVNLFFFTLTCGTNPGIITKANELLFLHVYEFDEVMFPKNVRCSTCDLRKPARSKHCSVCNWCVHRFDHHCVWVNNCIGAWNIRYFLIYVLTLTASAATVAIVSTTFLVHLVVMSDLYQETYIDDLGHLHVMDTVFLIQYLFLTFPRIVFMLGFVVVLSFLLGGYLLFVLYLAATNQTTNEWYRGDWAWCQR.... Result: 0 (no interaction).